Dataset: Reaction yield outcomes from USPTO patents with 853,638 reactions. Task: Predict the reaction yield, written as a fraction of the theoretical maximum amount of product (1.0 means a 100% yield; for example, 0.34 means a 34% yield). (1) The reactants are [Br:1][C:2]1[C:3]([CH3:23])=[C:4]2[C:9](=[CH:10][C:11]=1[CH3:12])[O:8][C:7](=[O:13])[CH:6]=[C:5]2[C:14]1[CH:19]=[CH:18][CH:17]=[C:16]([N+:20]([O-])=O)[CH:15]=1.CCOC(C)=O.C([O-])([O-])=O.[Na+].[Na+]. The catalyst is CCO.C(O)(=O)C.O.[Fe]. The product is [NH2:20][C:16]1[CH:15]=[C:14]([C:5]2[C:4]3[C:9](=[CH:10][C:11]([CH3:12])=[C:2]([Br:1])[C:3]=3[CH3:23])[O:8][C:7](=[O:13])[CH:6]=2)[CH:19]=[CH:18][CH:17]=1. The yield is 0.170. (2) The reactants are FC(F)(F)S(O[C:7]1[CH:16]=[C:15]2[C:10]([CH2:11][CH2:12][CH:13]([C:17]([O:19][CH3:20])=[O:18])[CH2:14]2)=[CH:9][CH:8]=1)(=O)=O.[CH3:23][N:24](C)C=O. The catalyst is [C-]#N.[Zn+2].[C-]#N.C1C=CC([P]([Pd]([P](C2C=CC=CC=2)(C2C=CC=CC=2)C2C=CC=CC=2)([P](C2C=CC=CC=2)(C2C=CC=CC=2)C2C=CC=CC=2)[P](C2C=CC=CC=2)(C2C=CC=CC=2)C2C=CC=CC=2)(C2C=CC=CC=2)C2C=CC=CC=2)=CC=1. The product is [C:23]([C:7]1[CH:16]=[C:15]2[C:10]([CH2:11][CH2:12][CH:13]([C:17]([O:19][CH3:20])=[O:18])[CH2:14]2)=[CH:9][CH:8]=1)#[N:24]. The yield is 0.860. (3) The reactants are Br[C:2]1[CH:7]=[CH:6][CH:5]=[CH:4][C:3]=1[CH3:8].[Li]C(C)(C)C.N#N.[O:16]=[C:17]1[CH2:34][CH:20]2[CH2:21][N:22]([C:24]([O:26][CH2:27][C:28]3[CH:33]=[CH:32][CH:31]=[CH:30][CH:29]=3)=[O:25])[CH2:23][CH:19]2[CH2:18]1. The catalyst is O1CCCC1. The product is [OH:16][C:17]1([C:2]2[CH:7]=[CH:6][CH:5]=[CH:4][C:3]=2[CH3:8])[CH2:18][CH:19]2[CH2:23][N:22]([C:24]([O:26][CH2:27][C:28]3[CH:33]=[CH:32][CH:31]=[CH:30][CH:29]=3)=[O:25])[CH2:21][CH:20]2[CH2:34]1. The yield is 0.490. (4) The yield is 0.700. The reactants are [CH3:1][N:2]1[C:6]([CH3:15])([CH2:7][C:8]2[CH:13]=[CH:12][CH:11]=[CH:10][C:9]=2[CH3:14])[C:5](=[O:16])[NH:4][C:3]1=[O:17].Br[CH2:19][C:20]([C:22]1[CH:27]=[CH:26][CH:25]=[CH:24][CH:23]=1)=[O:21]. The product is [CH3:1][N:2]1[C:6]([CH3:15])([CH2:7][C:8]2[CH:13]=[CH:12][CH:11]=[CH:10][C:9]=2[CH3:14])[C:5](=[O:16])[N:4]([CH2:19][C:20](=[O:21])[C:22]2[CH:27]=[CH:26][CH:25]=[CH:24][CH:23]=2)[C:3]1=[O:17]. No catalyst specified. (5) The reactants are Cl[C:2]1[CH:23]=[CH:22][C:5]2[N:6]=[C:7]([N:9]3[CH2:14][CH2:13][N:12]([C:15]([O:17][C:18]([CH3:21])([CH3:20])[CH3:19])=[O:16])[CH2:11][CH2:10]3)[S:8][C:4]=2[CH:3]=1.[NH:24]1[CH2:29][CH2:28][CH2:27][CH2:26][CH2:25]1.C1(P(C2CCCCC2)C2C=CC=CC=2C2C=CC=CC=2N(C)C)CCCCC1.CC(C)([O-])C.[Na+]. The catalyst is C1C=CC(/C=C/C(/C=C/C2C=CC=CC=2)=O)=CC=1.C1C=CC(/C=C/C(/C=C/C2C=CC=CC=2)=O)=CC=1.C1C=CC(/C=C/C(/C=C/C2C=CC=CC=2)=O)=CC=1.[Pd].[Pd].C1(C)C=CC=CC=1. The product is [N:24]1([C:2]2[CH:23]=[CH:22][C:5]3[N:6]=[C:7]([N:9]4[CH2:14][CH2:13][N:12]([C:15]([O:17][C:18]([CH3:21])([CH3:20])[CH3:19])=[O:16])[CH2:11][CH2:10]4)[S:8][C:4]=3[CH:3]=2)[CH2:29][CH2:28][CH2:27][CH2:26][CH2:25]1. The yield is 0.730. (6) The yield is 0.460. The catalyst is N1C=CC=CC=1. The product is [Cl:1][C:2]1[CH:3]=[C:4]2[C:9](=[CH:10][CH:11]=1)[NH:8][CH:7]([C:12]1[CH:13]=[C:14]([NH:18][S:28]([C:25]3[CH:26]=[CH:27][C:22]([F:21])=[CH:23][CH:24]=3)(=[O:30])=[O:29])[CH:15]=[CH:16][CH:17]=1)[CH2:6][C:5]2([CH3:20])[CH3:19]. The reactants are [Cl:1][C:2]1[CH:3]=[C:4]2[C:9](=[CH:10][CH:11]=1)[NH:8][CH:7]([C:12]1[CH:13]=[C:14]([NH2:18])[CH:15]=[CH:16][CH:17]=1)[CH2:6][C:5]2([CH3:20])[CH3:19].[F:21][C:22]1[CH:27]=[CH:26][C:25]([S:28](Cl)(=[O:30])=[O:29])=[CH:24][CH:23]=1. (7) The reactants are [C:1]([O:5][C:6](=[O:20])[C:7]1[CH:12]=[CH:11][CH:10]=[C:9]([C:13]2[C:18]([CH3:19])=[CH:17][CH:16]=[CH:15][N:14]=2)[CH:8]=1)([CH3:4])([CH3:3])[CH3:2].NC(N)=[O:23].OO.C1(=O)OC(=O)C2=CC=CC=C12.[O-]S([O-])=O.[Na+].[Na+].C([O-])([O-])=O.[Na+].[Na+]. The catalyst is CCOC(C)=O.O. The product is [C:1]([O:5][C:6]([C:7]1[CH:8]=[C:9]([C:13]2[C:18]([CH3:19])=[CH:17][CH:16]=[CH:15][N+:14]=2[O-:23])[CH:10]=[CH:11][CH:12]=1)=[O:20])([CH3:4])([CH3:3])[CH3:2]. The yield is 0.950.